From a dataset of Forward reaction prediction with 1.9M reactions from USPTO patents (1976-2016). Predict the product of the given reaction. (1) Given the reactants [CH3:1][S:2]([C:5]1[CH:10]=[CH:9][C:8]([N:11]2[CH2:16][CH2:15][CH:14]([CH:17]3[CH2:22][CH2:21][NH:20][CH2:19][CH2:18]3)[CH2:13][CH2:12]2)=[CH:7][CH:6]=1)(=[O:4])=[O:3].C(=O)([O-])[O-].[Cs+].[Cs+].Cl[C:30]1[C:35]([CH3:36])=[N:34][CH:33]=[CH:32][N:31]=1, predict the reaction product. The product is: [CH3:36][C:35]1[C:30]([N:20]2[CH2:21][CH2:22][CH:17]([CH:14]3[CH2:15][CH2:16][N:11]([C:8]4[CH:9]=[CH:10][C:5]([S:2]([CH3:1])(=[O:3])=[O:4])=[CH:6][CH:7]=4)[CH2:12][CH2:13]3)[CH2:18][CH2:19]2)=[N:31][CH:32]=[CH:33][N:34]=1. (2) Given the reactants [CH3:1][O:2][C:3](=[O:17])[CH:4]([C:8](=[O:16])[C:9]1[CH:14]=[CH:13][C:12]([Br:15])=[CH:11][CH:10]=1)[C:5](=O)[CH3:6].Cl.[NH2:19]O.C([O-])(O)=O.[Na+], predict the reaction product. The product is: [CH3:1][O:2][C:3]([C:4]1[C:5]([CH3:6])=[N:19][O:16][C:8]=1[C:9]1[CH:14]=[CH:13][C:12]([Br:15])=[CH:11][CH:10]=1)=[O:17].